Predict the reactants needed to synthesize the given product. From a dataset of Full USPTO retrosynthesis dataset with 1.9M reactions from patents (1976-2016). (1) Given the product [OH:39][C:29]1([CH2:49][C:48]([C:46]2[CH:45]=[CH:44][CH:43]=[C:42]([O:41][CH3:40])[N:47]=2)=[O:50])[C:28]2[C:32](=[CH:33][CH:34]=[C:26]([CH3:25])[CH:27]=2)[N:31]([CH2:35][CH2:36][CH3:37])[C:30]1=[O:38], predict the reactants needed to synthesize it. The reactants are: C(N1C2C(=CC=CC=2)C(O)(CC(=O)C2C=CC=CN=2)C1=O)CCC.[CH3:25][C:26]1[CH:27]=[C:28]2[C:32](=[CH:33][CH:34]=1)[N:31]([CH2:35][CH2:36][CH3:37])[C:30](=[O:38])[C:29]2=[O:39].[CH3:40][O:41][C:42]1[N:47]=[C:46]([C:48](=[O:50])[CH3:49])[CH:45]=[CH:44][CH:43]=1. (2) Given the product [F:23][C:24]1[CH:25]=[C:26]([CH:29]=[C:30]([F:32])[CH:31]=1)[CH2:27][N:10]1[CH2:11][CH2:12][C:7]([N:13]([C:17]2[CH:18]=[CH:19][CH:20]=[CH:21][CH:22]=2)[C:14](=[O:16])[CH3:15])([C:4]2[S:5][CH:6]=[C:2]([CH3:1])[N:3]=2)[CH2:8][CH2:9]1, predict the reactants needed to synthesize it. The reactants are: [CH3:1][C:2]1[N:3]=[C:4]([C:7]2([N:13]([C:17]3[CH:22]=[CH:21][CH:20]=[CH:19][CH:18]=3)[C:14](=[O:16])[CH3:15])[CH2:12][CH2:11][NH:10][CH2:9][CH2:8]2)[S:5][CH:6]=1.[F:23][C:24]1[CH:25]=[C:26]([CH:29]=[C:30]([F:32])[CH:31]=1)[CH:27]=O.C(O[BH-](OC(=O)C)OC(=O)C)(=O)C.[Na+].C(OCC)(=O)C. (3) Given the product [CH2:65]([O:64][C:61](=[O:63])[N:27]([CH2:28][CH2:29][O:30][C:31]1[CH:36]=[CH:35][CH:34]=[CH:33][C:32]=1[C:37]1([NH:40][C:41]2[C:42](=[O:60])[N:43]([C:48]3[CH:49]=[C:50]([C:51](=[O:53])[NH:4][CH:1]4[CH2:3][CH2:2]4)[CH:55]=[C:56]([F:59])[C:57]=3[CH3:58])[CH:44]=[C:45]([Br:47])[N:46]=2)[CH2:38][CH2:39]1)[CH3:26])[C:12]1[CH:10]=[CH:7][CH:5]=[CH:6][CH:11]=1, predict the reactants needed to synthesize it. The reactants are: [CH:1]1([NH2:4])[CH2:3][CH2:2]1.[CH:5]([Mg]Cl)([CH3:7])[CH3:6].[CH:10]1([NH-])[CH2:12][CH2:11]1.Cl[Mg+].C(OC([CH2:26][NH:27][CH2:28][CH2:29][O:30][C:31]1[CH:36]=[CH:35][CH:34]=[CH:33][C:32]=1[C:37]1([NH:40][C:41]2[C:42](=[O:60])[N:43]([C:48]3[CH:49]=[C:50]([CH:55]=[C:56]([F:59])[C:57]=3[CH3:58])[C:51]([O:53]C)=O)[CH:44]=[C:45]([Br:47])[N:46]=2)[CH2:39][CH2:38]1)=O)C1C=CC=CC=1.[C:61]([O:64][CH2:65]C)(=[O:63])C. (4) The reactants are: [CH3:1][O:2][C:3]1[CH:19]=[CH:18][C:17]([N+:20]([O-])=O)=[CH:16][C:4]=1[O:5][CH2:6][CH2:7][N:8]1[CH2:13][CH2:12][C:11]([CH3:15])([CH3:14])[CH2:10][CH2:9]1. Given the product [CH3:14][C:11]1([CH3:15])[CH2:12][CH2:13][N:8]([CH2:7][CH2:6][O:5][C:4]2[CH:16]=[C:17]([NH2:20])[CH:18]=[CH:19][C:3]=2[O:2][CH3:1])[CH2:9][CH2:10]1, predict the reactants needed to synthesize it. (5) Given the product [C:5]([OH:8])(=[O:4])[CH:6]=[CH2:7].[NH2:76][C:77]([O:19][CH2:17][CH3:18])=[O:78], predict the reactants needed to synthesize it. The reactants are: OCC[O:4][C:5](=[O:8])[CH:6]=[CH2:7].CC(C1[CH:18]=[C:17]([OH:19])C=CC=1O)(C)C.CN(C)CCCCCCN(C)C.CCCCCCCCCCCC(O[Sn](OC(CCCCCCCCCCC)=O)(CCCC)CCCC)=O.C(N=C=O)CCCCC[N:76]=[C:77]=[O:78]. (6) Given the product [CH:2]([C:3]1[C:7]([C:8]([F:11])([F:10])[F:9])=[C:6]([C:12]([O:14][CH2:15][CH3:16])=[O:13])[N:5]([CH3:17])[N:4]=1)=[O:1], predict the reactants needed to synthesize it. The reactants are: [OH:1][CH2:2][C:3]1[C:7]([C:8]([F:11])([F:10])[F:9])=[C:6]([C:12]([O:14][CH2:15][CH3:16])=[O:13])[N:5]([CH3:17])[N:4]=1. (7) Given the product [C:1]([N:4]([CH3:32])[CH2:5][CH2:6][N:7]1[C:16]2[C:11](=[N:12][CH:13]=[C:14]([CH2:17][C:18]3[CH:23]=[CH:22][C:21]([F:24])=[CH:20][CH:19]=3)[CH:15]=2)[C:10]([OH:25])=[C:9]([C:26]([NH:33][C@H:34]([CH3:37])[CH2:35][OH:36])=[O:27])[C:8]1=[O:31])(=[O:3])[CH3:2], predict the reactants needed to synthesize it. The reactants are: [C:1]([N:4]([CH3:32])[CH2:5][CH2:6][N:7]1[C:16]2[C:11](=[N:12][CH:13]=[C:14]([CH2:17][C:18]3[CH:23]=[CH:22][C:21]([F:24])=[CH:20][CH:19]=3)[CH:15]=2)[C:10]([OH:25])=[C:9]([C:26](OCC)=[O:27])[C:8]1=[O:31])(=[O:3])[CH3:2].[NH2:33][C@H:34]([CH3:37])[CH2:35][OH:36]. (8) Given the product [NH2:16][C:15]1[N:7]([C:1]2[CH:6]=[CH:5][CH:4]=[CH:3][CH:2]=2)[N:8]=[C:11]([O:10][CH3:9])[C:12]=1[C:13]#[N:14], predict the reactants needed to synthesize it. The reactants are: [C:1]1([NH:7][NH2:8])[CH:6]=[CH:5][CH:4]=[CH:3][CH:2]=1.[CH3:9][O:10][C:11](OC)=[C:12]([C:15]#[N:16])[C:13]#[N:14]. (9) Given the product [CH2:15]([NH:25][C:12]([C@@H:9]1[CH2:10][CH2:11][N:8]1[C:6]([O:5][C:1]([CH3:2])([CH3:3])[CH3:4])=[O:7])=[O:14])[CH2:16][CH2:17][CH2:18][CH2:19][CH2:20][CH2:21][CH2:22][CH2:23][CH3:24], predict the reactants needed to synthesize it. The reactants are: [C:1]([O:5][C:6]([N:8]1[CH2:11][CH2:10][C@H:9]1[C:12]([OH:14])=O)=[O:7])([CH3:4])([CH3:3])[CH3:2].[CH2:15]([NH2:25])[CH2:16][CH2:17][CH2:18][CH2:19][CH2:20][CH2:21][CH2:22][CH2:23][CH3:24].C(N(CC)C(C)C)(C)C.C1CN([P+](ON2N=NC3C=CC=CC2=3)(N2CCCC2)N2CCCC2)CC1.F[P-](F)(F)(F)(F)F.